This data is from Reaction yield outcomes from USPTO patents with 853,638 reactions. The task is: Predict the reaction yield, written as a fraction of the theoretical maximum amount of product (1.0 means a 100% yield; for example, 0.34 means a 34% yield). (1) The reactants are [CH2:1]([O:8][CH2:9][C:10]1([CH3:20])[CH2:19][CH2:18][CH2:17][C:12]2(OCC[O:13]2)[CH2:11]1)[C:2]1[CH:7]=[CH:6][CH:5]=[CH:4][CH:3]=1.CC(C)=O.C1(C)C=CC(S([O-])(=O)=O)=CC=1.[NH+]1C=CC=CC=1. The catalyst is O.C(OCC)(=O)C. The product is [CH2:1]([O:8][CH2:9][C:10]1([CH3:20])[CH2:19][CH2:18][CH2:17][C:12](=[O:13])[CH2:11]1)[C:2]1[CH:7]=[CH:6][CH:5]=[CH:4][CH:3]=1. The yield is 0.880. (2) The reactants are [H-].[Al+3].[Li+].[H-].[H-].[H-].[Br:7][C:8]1[CH:9]=[CH:10][C:11]([O:34][CH2:35][CH:36]([CH3:38])[CH3:37])=[C:12]([CH2:14][N:15]2[C:19]([CH3:20])=[CH:18][C:17]([NH:21][C:22]([C:24]3[CH:33]=[CH:32][C:27]([C:28](OC)=[O:29])=[CH:26][CH:25]=3)=[O:23])=[N:16]2)[CH:13]=1. The catalyst is C1COCC1. The product is [Br:7][C:8]1[CH:9]=[CH:10][C:11]([O:34][CH2:35][CH:36]([CH3:38])[CH3:37])=[C:12]([CH2:14][N:15]2[C:19]([CH3:20])=[CH:18][C:17]([NH:21][C:22](=[O:23])[C:24]3[CH:33]=[CH:32][C:27]([CH2:28][OH:29])=[CH:26][CH:25]=3)=[N:16]2)[CH:13]=1. The yield is 0.650. (3) The reactants are [Br:1][C:2]1[CH:19]=[CH:18][C:5]([O:6][C:7]2[CH:15]=[CH:14][C:13]([O:16][CH3:17])=[CH:12][C:8]=2[C:9]([OH:11])=O)=[CH:4][C:3]=1[F:20].S(=O)(=O)(O)O.BrC1C=CC2OC3C(=CC(OC)=CC=3)C(=O)C=2C=1F. No catalyst specified. The product is [Br:1][C:2]1[C:3]([F:20])=[CH:4][C:5]2[O:6][C:7]3[C:8](=[CH:12][C:13]([O:16][CH3:17])=[CH:14][CH:15]=3)[C:9](=[O:11])[C:18]=2[CH:19]=1. The yield is 0.422. (4) The reactants are [F:1][C:2]1[CH:3]=[C:4]([N:9]2[C:13]3[CH:14]=[CH:15][CH:16]=[CH:17][C:12]=3[NH:11][S:10]2(=[O:19])=[O:18])[CH:5]=[CH:6][C:7]=1[F:8].C1(P(C2C=CC=CC=2)C2C=CC=CC=2)C=CC=CC=1.O[CH2:40][CH2:41][N:42]1[CH2:47][CH2:46][N:45]([C:48]([O:50][C:51]([CH3:54])([CH3:53])[CH3:52])=[O:49])[CH2:44][CH2:43]1.CC(OC(/N=N/C(OC(C)C)=O)=O)C. The catalyst is O1CCCC1. The product is [F:1][C:2]1[CH:3]=[C:4]([N:9]2[C:13]3[CH:14]=[CH:15][CH:16]=[CH:17][C:12]=3[N:11]([CH2:40][CH2:41][N:42]3[CH2:47][CH2:46][N:45]([C:48]([O:50][C:51]([CH3:52])([CH3:54])[CH3:53])=[O:49])[CH2:44][CH2:43]3)[S:10]2(=[O:18])=[O:19])[CH:5]=[CH:6][C:7]=1[F:8]. The yield is 0.760.